Dataset: Forward reaction prediction with 1.9M reactions from USPTO patents (1976-2016). Task: Predict the product of the given reaction. (1) The product is: [Br:48][C:43]1[CH:44]=[CH:45][C:40]2[N:39]([CH2:49][CH:50]([CH3:51])[CH3:52])[C:38]3[C:37]([C:41]=2[CH:42]=1)=[CH:36][C:35]([C:15]1[CH:14]=[CH:13][C:12]2[N:11]([CH2:10][CH:9]([CH3:33])[CH3:8])[C:23]4[C:18]([C:17]=2[CH:16]=1)=[CH:19][CH:20]=[CH:21][CH:22]=4)=[CH:47][CH:46]=3. Given the reactants C1(C)C=CC=CC=1.[CH3:8][CH:9]([CH3:33])[CH2:10][N:11]1[C:23]2[CH:22]=[CH:21][C:20](B3OC(C)(C)C(C)(C)O3)=[CH:19][C:18]=2[C:17]2[C:12]1=[CH:13][CH:14]=[CH:15][CH:16]=2.Br[C:35]1[CH:36]=[CH:37][C:38]2[N:39]([CH2:49][CH:50]([CH3:52])[CH3:51])[C:40]3[C:45]([C:46]=2[CH:47]=1)=[CH:44][C:43]([Br:48])=[CH:42][CH:41]=3.C([O-])([O-])=O.[Na+].[Na+], predict the reaction product. (2) Given the reactants Br[C:2]1[C:3](=[O:21])[N:4]([CH2:12][C:13]2[CH:18]=[CH:17][C:16]([O:19][CH3:20])=[CH:15][CH:14]=2)[CH:5]=[N:6][C:7]=1[C:8]([F:11])([F:10])[F:9].C([O-])([O-])=O.[K+].[K+].[Cl:28][C:29]1[CH:30]=[C:31]([CH:34]=[C:35]([OH:37])[CH:36]=1)[C:32]#[N:33].O, predict the reaction product. The product is: [Cl:28][C:29]1[CH:30]=[C:31]([CH:34]=[C:35]([O:37][C:2]2[C:3](=[O:21])[N:4]([CH2:12][C:13]3[CH:18]=[CH:17][C:16]([O:19][CH3:20])=[CH:15][CH:14]=3)[CH:5]=[N:6][C:7]=2[C:8]([F:11])([F:10])[F:9])[CH:36]=1)[C:32]#[N:33]. (3) The product is: [CH:26]12[CH2:27][CH:28]1[CH2:29][C@H:24]([C:22]([NH:21][C@H:19]([C:16]1[CH:15]=[CH:14][C:13]([C:11]([O:10][CH3:9])=[O:12])=[CH:18][CH:17]=1)[CH3:20])=[O:23])[NH:25]2. Given the reactants C(=O)(OC(C)(C)C)N.[CH3:9][O:10][C:11]([C:13]1[CH:18]=[CH:17][C:16]([C@@H:19]([NH:21][C:22]([C@H:24]2[CH2:29][CH:28]3[CH:26]([CH2:27]3)[N:25]2C(OC(C)(C)C)=O)=[O:23])[CH3:20])=[CH:15][CH:14]=1)=[O:12], predict the reaction product. (4) Given the reactants N1C=CN=C1.[C:6]([Si:10]([C:18]1[CH:23]=[CH:22][CH:21]=[CH:20][CH:19]=1)([C:12]1[CH:17]=[CH:16][CH:15]=[CH:14][CH:13]=1)Cl)([CH3:9])([CH3:8])[CH3:7].[Br:24][C:25]1[CH:26]=[C:27]([CH2:32][OH:33])[CH:28]=[C:29]([F:31])[CH:30]=1.O, predict the reaction product. The product is: [Br:24][C:25]1[CH:26]=[C:27]([CH:28]=[C:29]([F:31])[CH:30]=1)[CH2:32][O:33][Si:10]([C:6]([CH3:9])([CH3:8])[CH3:7])([C:18]1[CH:23]=[CH:22][CH:21]=[CH:20][CH:19]=1)[C:12]1[CH:17]=[CH:16][CH:15]=[CH:14][CH:13]=1. (5) Given the reactants Cl[C:2]1[N:11]=[C:10]([N:12]([C:14]2[CH:19]=[CH:18][C:17]([O:20][CH3:21])=[CH:16][CH:15]=2)[CH3:13])[C:9]2[C:4](=[CH:5][CH:6]=[CH:7][CH:8]=2)[N:3]=1.[NH:22]1[CH2:27][CH2:26][O:25][CH2:24][CH2:23]1, predict the reaction product. The product is: [CH3:21][O:20][C:17]1[CH:18]=[CH:19][C:14]([N:12]([CH3:13])[C:10]2[C:9]3[C:4](=[CH:5][CH:6]=[CH:7][CH:8]=3)[N:3]=[C:2]([N:22]3[CH2:27][CH2:26][O:25][CH2:24][CH2:23]3)[N:11]=2)=[CH:15][CH:16]=1. (6) Given the reactants [N:1]#[C:2][NH2:3].[CH3:4][O-].[Na+].[N:7]([C:10]1[CH:15]=[CH:14][C:13]([C:16]2[CH:21]=[CH:20][C:19]([S:22]([CH3:25])(=[O:24])=[O:23])=[CH:18][CH:17]=2)=[C:12]([C:26]([F:29])([F:28])[F:27])[CH:11]=1)=[C:8]=[S:9].CI, predict the reaction product. The product is: [C:2](/[N:3]=[C:8](\[S:9][CH3:4])/[NH:7][C:10]1[CH:15]=[CH:14][C:13]([C:16]2[CH:17]=[CH:18][C:19]([S:22]([CH3:25])(=[O:24])=[O:23])=[CH:20][CH:21]=2)=[C:12]([C:26]([F:29])([F:27])[F:28])[CH:11]=1)#[N:1]. (7) Given the reactants [Cl:1][CH2:2][CH2:3][CH2:4][O:5][C:6]1[CH:7]=[C:8]([CH2:12][C:13]([OH:15])=O)[CH:9]=[CH:10][CH:11]=1.C(N(CC)CC)C.[N:23]1[CH:28]=[CH:27][C:26]([C:29]2[N:30]=[C:31]([NH2:34])[S:32][CH:33]=2)=[CH:25][CH:24]=1, predict the reaction product. The product is: [Cl:1][CH2:2][CH2:3][CH2:4][O:5][C:6]1[CH:7]=[C:8]([CH2:12][C:13]([NH:34][C:31]2[S:32][CH:33]=[C:29]([C:26]3[CH:27]=[CH:28][N:23]=[CH:24][CH:25]=3)[N:30]=2)=[O:15])[CH:9]=[CH:10][CH:11]=1.